This data is from Full USPTO retrosynthesis dataset with 1.9M reactions from patents (1976-2016). The task is: Predict the reactants needed to synthesize the given product. (1) The reactants are: [NH2:1][C:2]1[C:3]2[N:4]([C:8]([C@@H:12]3[CH2:17][CH2:16][CH2:15][N:14]([C:18]([O:20][CH2:21][C:22]4[CH:27]=[CH:26][CH:25]=[CH:24][CH:23]=4)=[O:19])[CH2:13]3)=[N:9][C:10]=2[Br:11])[CH:5]=[CH:6][N:7]=1.[CH2:28](OC(N1C2CCC1C(C(O)=O)C2)=O)C1C=CC=CC=1. Given the product [NH2:1][C:2]1[C:3]2[N:4]([C:8]([CH:12]3[CH2:17][CH:15]4[N:14]([C:18]([O:20][CH2:21][C:22]5[CH:27]=[CH:26][CH:25]=[CH:24][CH:23]=5)=[O:19])[CH:13]3[CH2:28][CH2:16]4)=[N:9][C:10]=2[Br:11])[CH:5]=[CH:6][N:7]=1, predict the reactants needed to synthesize it. (2) Given the product [Cl:30][C:11]1[C:12]2[O:16][CH:15]([CH2:17][NH:18][C:19](=[O:28])/[CH:20]=[CH:21]/[C:22]3[CH:23]=[N:24][CH:25]=[CH:26][CH:27]=3)[CH2:14][C:13]=2[CH:29]=[C:9]([C:7]2[S:8][C:4]([CH:1]([OH:3])[CH3:2])=[CH:5][CH:6]=2)[CH:10]=1, predict the reactants needed to synthesize it. The reactants are: [C:1]([C:4]1[S:8][C:7]([C:9]2[CH:10]=[C:11]([Cl:30])[C:12]3[O:16][CH:15]([CH2:17][NH:18][C:19](=[O:28])/[CH:20]=[CH:21]/[C:22]4[CH:23]=[N:24][CH:25]=[CH:26][CH:27]=4)[CH2:14][C:13]=3[CH:29]=2)=[CH:6][CH:5]=1)(=[O:3])[CH3:2].CO.[BH4-].[Na+].O. (3) Given the product [F:23][C:20]1[CH:21]=[C:22]2[C:17](=[CH:18][CH:19]=1)[N:16]=[CH:15][CH:14]=[C:13]2[C:10]1[C:9]2[C:4](=[CH:5][CH:6]=[C:7]([CH3:11])[CH:8]=2)[NH:3][C:2]=1[CH3:1], predict the reactants needed to synthesize it. The reactants are: [CH3:1][C:2]1[NH:3][C:4]2[C:9]([CH:10]=1)=[CH:8][C:7]([CH3:11])=[CH:6][CH:5]=2.Cl[C:13]1[C:22]2[C:17](=[CH:18][CH:19]=[C:20]([F:23])[CH:21]=2)[N:16]=[CH:15][CH:14]=1. (4) The reactants are: [Br:1]Br.[C:3]([C:6]1[S:7][CH:8]=[C:9]([C:20]([O:22][CH3:23])=[O:21])[C:10]=1[O:11][C:12](=[O:19])[C:13]1[CH:18]=[CH:17][CH:16]=[CH:15][CH:14]=1)(=[O:5])[CH3:4]. Given the product [Br:1][CH2:4][C:3]([C:6]1[S:7][CH:8]=[C:9]([C:20]([O:22][CH3:23])=[O:21])[C:10]=1[O:11][C:12](=[O:19])[C:13]1[CH:18]=[CH:17][CH:16]=[CH:15][CH:14]=1)=[O:5], predict the reactants needed to synthesize it. (5) Given the product [I:1][C:2]1[CH:7]=[C:6]([O:8][CH2:11][CH2:12][CH2:13][CH2:14][CH2:15][CH2:16][CH2:17][CH3:18])[CH:5]=[C:4]([O:22][CH2:19][CH2:11][CH2:12][CH2:13][CH2:14][CH2:15][CH2:16][CH3:17])[CH:3]=1, predict the reactants needed to synthesize it. The reactants are: [I:1][C:2]1[CH:3]=[C:4](O)[CH:5]=[C:6]([OH:8])[CH:7]=1.Br[CH2:11][CH2:12][CH2:13][CH2:14][CH2:15][CH2:16][CH2:17][CH3:18].[C:19](=[O:22])([O-])[O-].[K+].[K+]. (6) Given the product [CH2:8]([C:10]1[CH:27]=[CH:26][C:13]([O:14][C:15]2[CH:20]=[CH:19][C:18]([S:21]([NH:7][CH2:6][CH2:5][NH:4][C:1](=[O:3])[CH3:2])(=[O:23])=[O:22])=[CH:17][C:16]=2[F:25])=[C:12]([O:28][CH3:29])[CH:11]=1)[CH3:9], predict the reactants needed to synthesize it. The reactants are: [C:1]([NH:4][CH2:5][CH2:6][NH2:7])(=[O:3])[CH3:2].[CH2:8]([C:10]1[CH:27]=[CH:26][C:13]([O:14][C:15]2[CH:20]=[CH:19][C:18]([S:21](Cl)(=[O:23])=[O:22])=[CH:17][C:16]=2[F:25])=[C:12]([O:28][CH3:29])[CH:11]=1)[CH3:9]. (7) The reactants are: [CH3:1][O:2][C:3]1[CH:4]=[C:5]([OH:9])[CH:6]=[CH:7][CH:8]=1.[H-].[Na+].[CH3:12][O:13][CH2:14]Br.O. Given the product [CH3:1][O:2][C:3]1[CH:8]=[CH:7][CH:6]=[C:5]([O:9][CH2:12][O:13][CH3:14])[CH:4]=1, predict the reactants needed to synthesize it.